This data is from Reaction yield outcomes from USPTO patents with 853,638 reactions. The task is: Predict the reaction yield, written as a fraction of the theoretical maximum amount of product (1.0 means a 100% yield; for example, 0.34 means a 34% yield). (1) The reactants are Br[C:2]1[C:3]([N:21]2[CH2:26][CH2:25][C:24]([CH3:28])([CH3:27])[CH2:23][CH2:22]2)=[C:4]([C@H:10]([O:16][C:17]([CH3:20])([CH3:19])[CH3:18])[C:11]([O:13][CH2:14][CH3:15])=[O:12])[C:5]([CH3:9])=[N:6][C:7]=1[CH3:8].[N:29]1[CH:34]=[CH:33][C:32]([CH2:35][O:36][C:37]2[CH:42]=[CH:41][C:40](B(O)O)=[CH:39][CH:38]=2)=[CH:31][CH:30]=1.C([O-])([O-])=O.[Na+].[Na+]. The catalyst is CN(C=O)C.C1C=CC([P]([Pd]([P](C2C=CC=CC=2)(C2C=CC=CC=2)C2C=CC=CC=2)([P](C2C=CC=CC=2)(C2C=CC=CC=2)C2C=CC=CC=2)[P](C2C=CC=CC=2)(C2C=CC=CC=2)C2C=CC=CC=2)(C2C=CC=CC=2)C2C=CC=CC=2)=CC=1. The product is [C:17]([O:16][C@@H:10]([C:4]1[C:5]([CH3:9])=[N:6][C:7]([CH3:8])=[C:2]([C:40]2[CH:39]=[CH:38][C:37]([O:36][CH2:35][C:32]3[CH:33]=[CH:34][N:29]=[CH:30][CH:31]=3)=[CH:42][CH:41]=2)[C:3]=1[N:21]1[CH2:26][CH2:25][C:24]([CH3:28])([CH3:27])[CH2:23][CH2:22]1)[C:11]([O:13][CH2:14][CH3:15])=[O:12])([CH3:20])([CH3:19])[CH3:18]. The yield is 0.529. (2) The catalyst is CCOC(C)=O. The reactants are [NH2:1][C:2]1[C:10]([Br:11])=[CH:9][CH:8]=[CH:7][C:3]=1[C:4]([OH:6])=O.CCCP1(OP(CCC)(=O)OP(CCC)(=O)O1)=O.[CH:30]1([NH2:33])[CH2:32][CH2:31]1. The product is [NH2:1][C:2]1[C:10]([Br:11])=[CH:9][CH:8]=[CH:7][C:3]=1[C:4]([NH:33][CH:30]1[CH2:32][CH2:31]1)=[O:6]. The yield is 0.640.